From a dataset of Reaction yield outcomes from USPTO patents with 853,638 reactions. Predict the reaction yield, written as a fraction of the theoretical maximum amount of product (1.0 means a 100% yield; for example, 0.34 means a 34% yield). (1) The reactants are [Cl-].[C:2]([O:6][C:7](=[O:10])[CH2:8][Zn+])([CH3:5])([CH3:4])[CH3:3].[Br:11][C:12]1[CH:13]=[C:14]2[C:25](=[CH:26][CH:27]=1)[O:24][C:17]1[C:18]([F:23])=[N:19][C:20]([Cl:22])=[CH:21][C:16]=1/[C:15]/2=[N:28]\[S:29]([C:31]([CH3:34])([CH3:33])[CH3:32])=[O:30]. The catalyst is C1COCC1.CCOC(C)=O. The product is [Br:11][C:12]1[CH:13]=[C:14]2[C:25](=[CH:26][CH:27]=1)[O:24][C:17]1[C:18]([F:23])=[N:19][C:20]([Cl:22])=[CH:21][C:16]=1[C:15]2([CH2:8][C:7]([O:6][C:2]([CH3:5])([CH3:4])[CH3:3])=[O:10])[NH:28][S:29]([C:31]([CH3:34])([CH3:33])[CH3:32])=[O:30]. The yield is 0.591. (2) The product is [F:29][C:30]1[CH:31]=[C:32]([N:33]([CH2:2][C:3]2[CH:8]=[CH:7][C:6]([C:9]3[C:10]([NH:15][S:16]([C:19]4[CH:24]=[CH:23][CH:22]=[CH:21][C:20]=4[C:25]([F:28])([F:27])[F:26])(=[O:18])=[O:17])=[N:11][CH:12]=[CH:13][N:14]=3)=[CH:5][CH:4]=2)[CH3:34])[CH:35]=[CH:36][CH:37]=1. The yield is 0.690. No catalyst specified. The reactants are Cl[CH2:2][C:3]1[CH:8]=[CH:7][C:6]([C:9]2[C:10]([NH:15][S:16]([C:19]3[CH:24]=[CH:23][CH:22]=[CH:21][C:20]=3[C:25]([F:28])([F:27])[F:26])(=[O:18])=[O:17])=[N:11][CH:12]=[CH:13][N:14]=2)=[CH:5][CH:4]=1.[F:29][C:30]1[CH:31]=[C:32]([CH:35]=[CH:36][CH:37]=1)[NH:33][CH3:34]. (3) The reactants are [CH3:1][C:2]([CH3:39])([CH3:38])[CH2:3][CH2:4][C:5]1([CH3:37])[C:14]2[C:9](=[CH:10][CH:11]=[CH:12][CH:13]=2)[C:8]([OH:15])=[C:7]([C:16]2[NH:21][C:20]3[CH:22]=[CH:23][C:24]([NH:26]C(=O)OC(C)(C)C)=[CH:25][C:19]=3[S:18](=[O:35])(=[O:34])[N:17]=2)[C:6]1=[O:36].[ClH:40]. The yield is 0.930. The product is [Cl:40][NH:26][C:24]1[CH:23]=[CH:22][C:20]2[NH:21][C:16]([C:7]3[C:6](=[O:36])[C:5]([CH2:4][CH2:3][C:2]([CH3:1])([CH3:38])[CH3:39])([CH3:37])[C:14]4[C:9]([C:8]=3[OH:15])=[CH:10][CH:11]=[CH:12][CH:13]=4)=[N:17][S:18](=[O:35])(=[O:34])[C:19]=2[CH:25]=1. The catalyst is O1CCOCC1. (4) The reactants are [CH3:1][C:2]1([CH3:16])[C:7](=[O:8])[NH:6][C:5]2[CH:9]=[C:10]([N+:13]([O-:15])=[O:14])[CH:11]=[CH:12][C:4]=2[O:3]1.[CH3:17][O:18][CH2:19][CH2:20][CH2:21]OS(C1C=CC(C)=CC=1)(=O)=O.[H-].[Na+].O. The catalyst is CN(C=O)C. The product is [CH3:17][O:18][CH2:19][CH2:20][CH2:21][N:6]1[C:5]2[CH:9]=[C:10]([N+:13]([O-:15])=[O:14])[CH:11]=[CH:12][C:4]=2[O:3][C:2]([CH3:16])([CH3:1])[C:7]1=[O:8]. The yield is 0.820. (5) The reactants are [NH2:1][C:2]1[CH:3]=[C:4]2[C:13](=[CH:14][CH:15]=1)[O:12][CH2:11][C:10]1[N:5]2[CH:6]([CH3:17])[C:7](=[O:16])[NH:8][N:9]=1.[Br-:18].[Br-].[Br-].C([N+](CCCC)(CCCC)CCCC)CCC.C([N+](CCCC)(CCCC)CCCC)CCC.C([N+](CCCC)(CCCC)CCCC)CCC. The catalyst is CO.C(Cl)Cl. The product is [NH2:1][C:2]1[CH:3]=[C:4]2[C:13](=[CH:14][C:15]=1[Br:18])[O:12][CH2:11][C:10]1[N:5]2[CH:6]([CH3:17])[C:7](=[O:16])[NH:8][N:9]=1. The yield is 0.460. (6) The reactants are C([O:8][C:9]1[CH:14]=[C:13]([O:15]CC2C=CC=CC=2)[C:12]([C:23]([CH3:25])=[CH2:24])=[CH:11][C:10]=1[C:26]([N:28]1[CH2:36][C:35]2[C:30](=[CH:31][CH:32]=[C:33]([O:37][CH2:38][CH2:39][N:40]([CH3:42])[CH3:41])[CH:34]=2)[CH2:29]1)=[O:27])C1C=CC=CC=1.[CH3:43]O. The catalyst is [Pd]. The product is [OH:8][C:9]1[CH:14]=[C:13]([OH:15])[C:12]([CH:23]([CH3:24])[CH3:25])=[CH:11][C:10]=1[C:26]([N:28]1[CH2:36][C:35]2[C:30](=[C:31]([CH3:43])[CH:32]=[C:33]([O:37][CH2:38][CH2:39][N:40]([CH3:42])[CH3:41])[CH:34]=2)[CH2:29]1)=[O:27]. The yield is 0.350.